From a dataset of Experimentally validated miRNA-target interactions with 360,000+ pairs, plus equal number of negative samples. Binary Classification. Given a miRNA mature sequence and a target amino acid sequence, predict their likelihood of interaction. (1) The miRNA is hsa-miR-2392 with sequence UAGGAUGGGGGUGAGAGGUG. The protein sequence of the target gene is MFRFMRDVEPEDPMFLMDPFAIHRQHMSRMLSGGFGYSPFLSITDGNMPGTRPASRRMQQAGAVSPFGMLGMSGGFMDMFGMMNDMIGNMEHMTAGGNCQTFSSSTVISYSNTGDGAPKVYQETSEMRSAPGGIRETRRTVRDSDSGLEQMSIGHHIRDRAHILQRSRNHRTGDQEERQDYINLDESEAAAFDDEWRRETSRFRQQRPLEFRRLESSGAGGRRAEGPPRLAIQGPEDSPSRQSRRYDW. Result: 1 (interaction). (2) The miRNA is hsa-miR-3682-3p with sequence UGAUGAUACAGGUGGAGGUAG. The protein sequence of the target gene is MVSWIISRLVVLIFGTLYPAYYSYKAVKSKDIKEYVKWMMYWIIFALFTTAETFTDIFLCWFPFYYELKIAFVAWLLSPYTKGSSLLYRKFVHPTLSSKEKEIDDCLVQAKDRSYDALVHFGKRGLNVAATAAVMAASKGQGALSERLRSFSMQDLTTIRGDGAPAPSGPPPPGSGRASGKHGQPKMSRSASESASSSGTA. Result: 0 (no interaction). (3) The miRNA is hsa-miR-7154-3p with sequence AGGAGGACAAGUUGUGGGAU. The protein sequence of the target gene is MGAQPGEPQNTCSRIQTLFRRVKTLLIKAPPPPQPPPPPPSWNPGCTHVYGYAFGHMHDNNLEHLPSQQVLDTGEQLMVPVEVLEVDNKEALWKFLLSGAMAGAVSRTGTAPLDRAKVYMQVYSSKTNFTNLLGGLQSMVQEGGFRSLWRGNGINVLKIAPEYAIKFSVFEQCKNYFCGIQGSPPFQERLLAGSLAVAISQTLINPMEVLKTRLTLRRTGQYKGLLDCARQILQREGTRALYRGYLPNMLGIIPYACTDLAVYEMLQCFWVKSGRDMGDPSGLVSLSSVTLSTTCGQMAS.... Result: 0 (no interaction). (4) The miRNA is hsa-miR-6761-5p with sequence UCUGAGAGAGCUCGAUGGCAG. The protein sequence of the target gene is MLRRLLERPCTLALLVGSQLAVMMYLSLGGFRSLSALFGRDQGPTFDYSHPRDVYSNLSHLPGAPGGPPAPQGLPYCPERSPLLVGPVSVSFSPVPSLAEIVERNPRVEPGGRYRPAGCEPRSRTAIIVPHRAREHHLRLLLYHLHPFLQRQQLAYGIYVIHQAGNGTFNRAKLLNVGVREALRDEEWDCLFLHDVDLLPENDHNLYVCDPRGPRHVAVAMNKFGYSLPYPQYFGGVSALTPDQYLKMNGFPNEYWGWGGEDDDIATRVRLAGMKISRPPTSVGHYKMVKHRGDKGNEEN.... Result: 0 (no interaction). (5) The miRNA is mmu-miR-1298-5p with sequence UUCAUUCGGCUGUCCAGAUGUA. The protein sequence of the target gene is MYKLASCCLLFIGFLNPLLSLPLLDSREISFQLSAPHEDARLTPEELERASLLQILPEMLGAERGDILRKADSSTNIFNPRGNLRKFQDFSGQDPNILLSHLLARIWKPYKKRETPDCFWKYCV. Result: 0 (no interaction). (6) The miRNA is hsa-miR-302e with sequence UAAGUGCUUCCAUGCUU. The protein sequence of the target gene is MLHEEAAQKRKGKEPGMALPQGRLTFRDVAIEFSLAEWKFLNPAQRALYREVMLENYRNLEAVDISSKRMMKEVLSTGQGNTEVIHTGMLQRHESYHTGDFCFQEIEKDIHDFEFQSQKDERNGHEASMPKIKELMGSTDRHDQRHAGNKPIKDQLGLSFHLHLPELHIFQPEEKIANQVEKSVNDASSISTSQRISCRPETHTPNNYGNNFFHSSLLTQKQEVHMREKSFQCNETGEAFNCSSFVRKHQIIHLGEKQYKFDICGKVFNEKRYLARHRRCHTSEKPYKCNECGKSFSYKS.... Result: 1 (interaction). (7) The miRNA is hsa-miR-597-5p with sequence UGUGUCACUCGAUGACCACUGU. The protein sequence of the target gene is MVAAVATAWLLLWAAACAQSEQDFYDFKAVNIRGKLVSLEKYRGSVSLVVNVASECGFTDQNYRALQQLQRDLGPHHFNVLAFPCNQFGQQEPDTNREIENFARRTYSVSFPMFSKIAVTGTGAHPAFKYLTQTSGKEPTWNFWKYLVDPDGKVVGAWDPTVPVAEIKPRITEQVMKLILRKREDL. Result: 0 (no interaction). (8) Result: 0 (no interaction). The protein sequence of the target gene is MEGGLADGEPDRTSLLGDSKDVLGPSTVVANSDESQLLTPGKMSQRQGKEAYPTPTKDLHQPSLSPASPHSQGFERGKEDISQNKDESSLSMSKSKSESKLYNGSEKDSSTSSKLTKKESLKVQKKNYREEKKRATKELLSTITDPSVIVMADWLKIRGTLKSWTKLWCVLKPGVLLIYKTQKNGQWVGTVLLNACEIIERPSKKDGFCFKLFHPLEQSIWAVKGPKGEAVGSITQPLPSSYLIIRATSESDGRCWMDALELALKCSSLLKRTMIREGKEHDLSVSSDSTHVTFYGLLRA.... The miRNA is hsa-miR-5010-5p with sequence AGGGGGAUGGCAGAGCAAAAUU. (9) The miRNA is hsa-miR-875-3p with sequence CCUGGAAACACUGAGGUUGUG. The protein sequence of the target gene is MKVDRTKLKKTPTEAPADCRALIDKLKVCNDEQLLLELQQIKTWNIGKCELYHWVDLLDRFDGILADAGQTVENMSWMLVCDRPEKEQLKMLLLAVLNFTALLIEYSFSRHLYSSIEHLTTLLASSDMQVVLAVLNLLYVFSKRSNYITRLGSDKRTPLLTRLQHLAESWGGKENGFGLAECCRDLQMLKYPPSATTLHFEFYADPGAEVKIEKRTTSNTLHYIHIEQLDKISESPSEIMESLTKMYSIPKDKQMLLFTHIRLAHGFSNHRKRLQAVQARLHAISILVYSNALQESANSI.... Result: 0 (no interaction).